Predict the reaction yield, written as a fraction of the theoretical maximum amount of product (1.0 means a 100% yield; for example, 0.34 means a 34% yield). From a dataset of Reaction yield outcomes from USPTO patents with 853,638 reactions. (1) The reactants are [C:1]([C:3]1[CH:11]=[CH:10][C:6]([C:7]([OH:9])=[O:8])=[CH:5][CH:4]=1)#[N:2].C(N(CC)CC)C.[SH2:19].O. The catalyst is N1C=CC=CC=1. The product is [C:1]([C:3]1[CH:11]=[CH:10][C:6]([C:7]([OH:9])=[O:8])=[CH:5][CH:4]=1)(=[S:19])[NH2:2]. The yield is 0.680. (2) The reactants are [C:1]1([C:11](Cl)=[O:12])[C:10]2[C:5](=[CH:6][CH:7]=[CH:8][CH:9]=2)[CH:4]=[CH:3][CH:2]=1.[NH2:14][C:15]1[CH:20]=[CH:19][CH:18]=[CH:17][CH:16]=1.O.[OH-].[NH4+]. The catalyst is C(#N)C.C(OCC)C. The product is [C:15]1([NH:14][C:11]([C:1]2[C:10]3[C:5](=[CH:6][CH:7]=[CH:8][CH:9]=3)[CH:4]=[CH:3][CH:2]=2)=[O:12])[CH:20]=[CH:19][CH:18]=[CH:17][CH:16]=1. The yield is 0.820.